Dataset: Catalyst prediction with 721,799 reactions and 888 catalyst types from USPTO. Task: Predict which catalyst facilitates the given reaction. (1) Reactant: C[N:2]([CH3:21])[CH:3]=[C:4]([C:10](=[O:20])[C:11]1[CH:16]=[C:15]([F:17])[C:14]([F:18])=[CH:13][C:12]=1F)[C:5]([O:7][CH2:8][CH3:9])=[O:6].[CH2:22](OCC)[CH3:23].C1(N)CC1.C(=O)([O-])[O-].[K+].[K+]. Product: [CH:21]1([N:2]2[C:12]3[C:11](=[CH:16][C:15]([F:17])=[C:14]([F:18])[CH:13]=3)[C:10](=[O:20])[C:4]([C:5]([O:7][CH2:8][CH3:9])=[O:6])=[CH:3]2)[CH2:23][CH2:22]1. The catalyst class is: 40. (2) Reactant: CCN(C(C)C)C(C)C.[N:10]1([CH2:16][CH2:17][CH2:18][O:19][C:20]2[CH:25]=[CH:24][C:23]([N:26]3[CH2:31][CH2:30][N:29]([C:32]4[CH:33]=[CH:34][C:35]5[N:36]([C:38]([C:41]([F:44])([F:43])[F:42])=[N:39][N:40]=5)[N:37]=4)[CH2:28][CH2:27]3)=[CH:22][CH:21]=2)[CH2:15][CH2:14][NH:13][CH2:12][CH2:11]1.[C:45](O)(=[O:47])[CH3:46].CN(C(ON1N=NC2C=CC=NC1=2)=[N+](C)C)C.F[P-](F)(F)(F)(F)F. Product: [C:45]([N:13]1[CH2:14][CH2:15][N:10]([CH2:16][CH2:17][CH2:18][O:19][C:20]2[CH:21]=[CH:22][C:23]([N:26]3[CH2:31][CH2:30][N:29]([C:32]4[CH:33]=[CH:34][C:35]5[N:36]([C:38]([C:41]([F:43])([F:44])[F:42])=[N:39][N:40]=5)[N:37]=4)[CH2:28][CH2:27]3)=[CH:24][CH:25]=2)[CH2:11][CH2:12]1)(=[O:47])[CH3:46]. The catalyst class is: 3.